From a dataset of Forward reaction prediction with 1.9M reactions from USPTO patents (1976-2016). Predict the product of the given reaction. (1) Given the reactants [NH2:1][C:2]([C:4]1[N:8]=[C:7]([C@H:9]([CH2:14][CH2:15][CH2:16][CH:17]2[CH2:22][CH2:21][CH2:20][CH2:19][CH2:18]2)[CH2:10][C:11](O)=[O:12])[O:6][N:5]=1)=[O:3].CN1CCOCC1.ClC(OCC(C)C)=O.C[Si](C)(C)[O:40][NH2:41], predict the reaction product. The product is: [CH:17]1([CH2:16][CH2:15][CH2:14][C@@H:9]([C:7]2[O:6][N:5]=[C:4]([C:2]([NH2:1])=[O:3])[N:8]=2)[CH2:10][C:11]([NH:41][OH:40])=[O:12])[CH2:22][CH2:21][CH2:20][CH2:19][CH2:18]1. (2) Given the reactants Cl.[O:2]=[C:3]1[NH:11][C:6]2=[N:7][CH:8]=[CH:9][CH:10]=[C:5]2[C:4]21[CH2:19][C:18]1[C:13](=[CH:14][CH:15]=[C:16]([NH:20][C:21]3[N:26]=[CH:25][N:24]=[C:23]([C:27](O)=[O:28])[CH:22]=3)[CH:17]=1)[CH2:12]2.[CH3:30][CH:31]1[C:39]2[C:34](=[CH:35][CH:36]=[CH:37][CH:38]=2)[NH:33][CH2:32]1.CCN(C(C)C)C(C)C.CN(C(ON1N=NC2C=CC=CC1=2)=[N+](C)C)C.[B-](F)(F)(F)F, predict the reaction product. The product is: [CH3:30][CH:31]1[C:39]2[C:34](=[CH:35][CH:36]=[CH:37][CH:38]=2)[N:33]([C:27]([C:23]2[N:24]=[CH:25][N:26]=[C:21]([NH:20][C:16]3[CH:17]=[C:18]4[C:13](=[CH:14][CH:15]=3)[CH2:12][C:4]3([C:5]5[C:6](=[N:7][CH:8]=[CH:9][CH:10]=5)[NH:11][C:3]3=[O:2])[CH2:19]4)[CH:22]=2)=[O:28])[CH2:32]1. (3) Given the reactants Cl.[Br:2][C:3]1[CH:4]=[C:5]([C:8]2[N:12]=[C:11]([C@H:13]3[CH2:18][CH2:17][CH2:16][NH:15][CH2:14]3)[O:10][N:9]=2)[NH:6][CH:7]=1.[F:19][C:20]1[CH:21]=[N:22][CH:23]=[CH:24][C:25]=1[C:26](O)=[O:27], predict the reaction product. The product is: [Br:2][C:3]1[CH:4]=[C:5]([C:8]2[N:12]=[C:11]([C@H:13]3[CH2:18][CH2:17][CH2:16][N:15]([C:26]([C:25]4[CH:24]=[CH:23][N:22]=[CH:21][C:20]=4[F:19])=[O:27])[CH2:14]3)[O:10][N:9]=2)[NH:6][CH:7]=1. (4) Given the reactants [NH2:1][C:2]1[CH:3]=[C:4]([CH3:10])[C:5](=[O:9])[N:6]([CH3:8])[CH:7]=1.[F:11][C:12]([F:22])([F:21])[C:13]1[CH:20]=[CH:19][C:16]([CH:17]=O)=[CH:15][CH:14]=1.CC[O:25][C:26]([C:28]([CH2:30][C:31]([CH3:33])=[O:32])=[O:29])=O, predict the reaction product. The product is: [C:31]([CH:30]1[CH:17]([C:16]2[CH:19]=[CH:20][C:13]([C:12]([F:22])([F:21])[F:11])=[CH:14][CH:15]=2)[N:1]([C:2]2[CH:3]=[C:4]([CH3:10])[C:5](=[O:9])[N:6]([CH3:8])[CH:7]=2)[C:26](=[O:25])[C:28]1=[O:29])(=[O:32])[CH3:33].